From a dataset of Full USPTO retrosynthesis dataset with 1.9M reactions from patents (1976-2016). Predict the reactants needed to synthesize the given product. (1) The reactants are: [C:1]([C:4]1[CH:9]=[CH:8][C:7]([C:10]2[C:11]([C:16]([NH:18][C:19]3[CH:20]=[C:21]4[C:25](=[CH:26][CH:27]=3)[N:24]([C:28](=[O:36])[CH2:29][C:30]3[CH:35]=[CH:34][CH:33]=[CH:32][N:31]=3)[CH2:23][CH2:22]4)=[O:17])=[CH:12][CH:13]=[CH:14][CH:15]=2)=[CH:6][CH:5]=1)(=[O:3])[CH3:2].[BH4-].[Na+]. Given the product [OH:3][CH:1]([C:4]1[CH:9]=[CH:8][C:7]([C:10]2[C:11]([C:16]([NH:18][C:19]3[CH:20]=[C:21]4[C:25](=[CH:26][CH:27]=3)[N:24]([C:28](=[O:36])[CH2:29][C:30]3[CH:35]=[CH:34][CH:33]=[CH:32][N:31]=3)[CH2:23][CH2:22]4)=[O:17])=[CH:12][CH:13]=[CH:14][CH:15]=2)=[CH:6][CH:5]=1)[CH3:2], predict the reactants needed to synthesize it. (2) Given the product [CH3:1][C:2]1[N:7]=[CH:6][C:5]([CH2:8][NH:9][C:10]([C:12]2[CH:17]=[C:16]([C:29]3[CH:30]=[CH:31][CH:32]=[CH:33][C:28]=3[C:27]([F:38])([F:37])[F:26])[CH:15]=[C:14]([C:19]3[CH:24]=[CH:23][C:22]([CH3:25])=[CH:21][CH:20]=3)[CH:13]=2)=[O:11])=[CH:4][CH:3]=1, predict the reactants needed to synthesize it. The reactants are: [CH3:1][C:2]1[N:7]=[CH:6][C:5]([CH2:8][NH:9][C:10]([C:12]2[CH:13]=[C:14]([C:19]3[CH:24]=[CH:23][C:22]([CH3:25])=[CH:21][CH:20]=3)[CH:15]=[C:16](Br)[CH:17]=2)=[O:11])=[CH:4][CH:3]=1.[F:26][C:27]([F:38])([F:37])[C:28]1[CH:33]=[CH:32][CH:31]=[CH:30][C:29]=1B(O)O.C(=O)([O-])[O-].[Cs+].[Cs+].O.CN(C)C=O. (3) The reactants are: C([O-])(=O)C.[K+].[B:6].[B].[OH:8][C:9]([C:12]([OH:15])([CH3:14])[CH3:13])([CH3:11])[CH3:10].[CH3:16][O:17][C:18]1[CH:36]=[CH:35][C:21]([CH2:22][N:23]2[C:32]3[C:27](=[CH:28][C:29](Br)=[CH:30][CH:31]=3)[CH:26]=[CH:25][C:24]2=[O:34])=[CH:20][CH:19]=1. Given the product [CH3:16][O:17][C:18]1[CH:36]=[CH:35][C:21]([CH2:22][N:23]2[C:32]3[C:27](=[CH:28][C:29]([B:6]4[O:15][C:12]([CH3:14])([CH3:13])[C:9]([CH3:11])([CH3:10])[O:8]4)=[CH:30][CH:31]=3)[CH:26]=[CH:25][C:24]2=[O:34])=[CH:20][CH:19]=1, predict the reactants needed to synthesize it. (4) The reactants are: CCN(C(C)C)C(C)C.C1C=CC2N(O)N=NC=2C=1.CCN=C=NCCCN(C)C.[CH3:31][C:32]1[O:36][N:35]=[C:34]([N:37]2[CH:41]=[C:40]([C:42]([OH:44])=O)[N:39]=[N:38]2)[CH:33]=1.Cl.[NH2:46][CH2:47][C:48]([N:50]1[CH2:55][CH2:54][N:53]([C:56](=[O:68])[C:57]2[CH:62]=[C:61]([F:63])[CH:60]=[CH:59][C:58]=2[C:64]([F:67])([F:66])[F:65])[CH2:52][CH2:51]1)=[O:49].FC1C=CC(C(F)(F)F)=C(C=1)C(O)=O. Given the product [F:63][C:61]1[CH:60]=[CH:59][C:58]([C:64]([F:66])([F:65])[F:67])=[C:57]([CH:62]=1)[C:56]([N:53]1[CH2:54][CH2:55][N:50]([C:48](=[O:49])[CH2:47][NH:46][C:42]([C:40]2[N:39]=[N:38][N:37]([C:34]3[CH:33]=[C:32]([CH3:31])[O:36][N:35]=3)[CH:41]=2)=[O:44])[CH2:51][CH2:52]1)=[O:68], predict the reactants needed to synthesize it. (5) Given the product [CH3:10][O:5][C:4]1[CH:6]=[CH:7][CH:8]=[C:2]([CH3:1])[C:3]=1[O:15][CH3:12], predict the reactants needed to synthesize it. The reactants are: [CH3:1][C:2]1[CH:8]=[CH:7][CH:6]=[C:4]([OH:5])[C:3]=1O.[CH3:10]I.[C:12]([O-:15])([O-])=O.[K+].[K+].